From a dataset of Reaction yield outcomes from USPTO patents with 853,638 reactions. Predict the reaction yield, written as a fraction of the theoretical maximum amount of product (1.0 means a 100% yield; for example, 0.34 means a 34% yield). (1) The reactants are [CH3:1][C:2]1[CH:11]=[CH:10][C:9]2[C:4](=[CH:5][CH:6]=[CH:7][C:8]=2[N:12]2[CH2:17][CH2:16][N:15]([CH2:18][CH2:19][C:20]3[CH:25]=[CH:24][CH:23]=[C:22]([N+]([O-])=O)[CH:21]=3)[CH2:14][CH2:13]2)[N:3]=1.CC1C=CC2C(=CC=CC=2N2CCNCC2)N=1.CS(OCCC1C=CC=C([Br:59])C=1)(=O)=O. No catalyst specified. The product is [Br:59][C:22]1[CH:21]=[C:20]([CH2:19][CH2:18][N:15]2[CH2:14][CH2:13][N:12]([C:8]3[CH:7]=[CH:6][CH:5]=[C:4]4[C:9]=3[CH:10]=[CH:11][C:2]([CH3:1])=[N:3]4)[CH2:17][CH2:16]2)[CH:25]=[CH:24][CH:23]=1. The yield is 0.560. (2) The reactants are [C:1]([O:4][CH2:5][CH:6](O)[CH2:7][N:8]1[C:12]2[C:13]([N:17]([CH2:20][CH3:21])[CH2:18][CH3:19])=[CH:14][CH:15]=[CH:16][C:11]=2[N:10]=[C:9]1[NH:22][C:23]1[CH:28]=[CH:27][C:26]([Cl:29])=[CH:25][C:24]=1[Cl:30])(=[O:3])[CH3:2].CS(Cl)(=O)=O.C(=O)([O-])[O-].[K+].[K+]. The catalyst is N1C=CC=CC=1.CN(C)C=O.C(OCC)(=O)C. The product is [C:1]([O:4][CH2:5][CH:6]1[CH2:7][N:8]2[C:9](=[N:10][C:11]3[CH:16]=[CH:15][CH:14]=[C:13]([N:17]([CH2:18][CH3:19])[CH2:20][CH3:21])[C:12]=32)[N:22]1[C:23]1[CH:28]=[CH:27][C:26]([Cl:29])=[CH:25][C:24]=1[Cl:30])(=[O:3])[CH3:2]. The yield is 0.980. (3) The reactants are Br[C:2]1[C:11]2[CH2:10][CH2:9][CH2:8][CH:7]([NH:12][C:13](=[O:16])[CH2:14][CH3:15])[C:6]=2[CH:5]=[N:4][CH:3]=1.[F:17][C:18]([F:29])([F:28])[C:19]1[CH:24]=[CH:23][C:22](B(O)O)=[CH:21][CH:20]=1. No catalyst specified. The product is [F:17][C:18]([F:29])([F:28])[C:19]1[CH:24]=[CH:23][C:22]([C:2]2[C:11]3[CH2:10][CH2:9][CH2:8][CH:7]([NH:12][C:13](=[O:16])[CH2:14][CH3:15])[C:6]=3[CH:5]=[N:4][CH:3]=2)=[CH:21][CH:20]=1. The yield is 0.860. (4) The reactants are [Cl:1][C:2]1[CH:7]=[C:6]([CH2:8][CH:9]([C:15](=O)[CH2:16][CH2:17][CH3:18])[C:10](OCC)=[O:11])[CH:5]=[CH:4][C:3]=1[C:20]1[CH:25]=[CH:24][CH:23]=[CH:22][C:21]=1[C:26]#[N:27].Cl.[C:29](=[NH:32])([NH2:31])[CH3:30].C[O-].[Na+]. The catalyst is CO. The product is [Cl:1][C:2]1[CH:7]=[C:6]([CH2:8][C:9]2[C:10](=[O:11])[NH:32][C:29]([CH3:30])=[N:31][C:15]=2[CH2:16][CH2:17][CH3:18])[CH:5]=[CH:4][C:3]=1[C:20]1[C:21]([C:26]#[N:27])=[CH:22][CH:23]=[CH:24][CH:25]=1. The yield is 0.730. (5) The reactants are [CH3:1][C:2]1[C:3]([O:11][CH2:12][C:13]([F:16])([F:15])[F:14])=[N:4][CH:5]=[C:6]([CH:10]=1)[C:7](O)=[O:8].[H-].[Al+3].[Li+].[H-].[H-].[H-]. The catalyst is C1COCC1. The product is [CH3:1][C:2]1[CH:10]=[C:6]([CH2:7][OH:8])[CH:5]=[N:4][C:3]=1[O:11][CH2:12][C:13]([F:16])([F:14])[F:15]. The yield is 0.960. (6) The reactants are [Cl:1][C:2]1[C:3]([C:10]([CH3:14])([CH3:13])[C:11]#[N:12])=[N:4][CH:5]=[C:6]([CH:8]=O)[CH:7]=1.[C:15]([CH:20]=P(C1C=CC=CC=1)(C1C=CC=CC=1)C1C=CC=CC=1)([O:17][CH2:18][CH3:19])=[O:16]. The catalyst is C1COCC1. The product is [CH2:18]([O:17][C:15](=[O:16])[CH:20]=[CH:8][C:6]1[CH:5]=[N:4][C:3]([C:10]([C:11]#[N:12])([CH3:14])[CH3:13])=[C:2]([Cl:1])[CH:7]=1)[CH3:19]. The yield is 0.960. (7) The reactants are [NH2:1][C:2]1[CH:7]=[C:6](Cl)[CH:5]=[CH:4][N:3]=1.[C:9]1(B2OC(C)(C)C(C)(C)O2)[CH2:14][CH2:13][CH2:12][CH2:11][CH:10]=1.C(=O)([O-])[O-].[K+].[K+]. The catalyst is C1C=CC([P]([Pd]([P](C2C=CC=CC=2)(C2C=CC=CC=2)C2C=CC=CC=2)([P](C2C=CC=CC=2)(C2C=CC=CC=2)C2C=CC=CC=2)[P](C2C=CC=CC=2)(C2C=CC=CC=2)C2C=CC=CC=2)(C2C=CC=CC=2)C2C=CC=CC=2)=CC=1.CN(C=O)C. The product is [C:9]1([C:6]2[CH:5]=[CH:4][N:3]=[C:2]([NH2:1])[CH:7]=2)[CH2:14][CH2:13][CH2:12][CH2:11][CH:10]=1. The yield is 0.140. (8) The reactants are C(OC(=O)C)(=O)C.[CH:8]([OH:10])=O.[NH2:11][CH2:12][CH2:13][O:14][C:15]1[CH:20]=[CH:19][C:18]([C:21]2[N:22]([CH2:34][CH3:35])[C:23]3[C:28]([C:29]=2[C:30]#[N:31])=[CH:27][CH:26]=[C:25]([O:32][CH3:33])[CH:24]=3)=[CH:17][CH:16]=1.C([O-])(O)=O.[Na+]. The catalyst is C1COCC1.CCOC(C)=O. The product is [C:30]([C:29]1[C:28]2[C:23](=[CH:24][C:25]([O:32][CH3:33])=[CH:26][CH:27]=2)[N:22]([CH2:34][CH3:35])[C:21]=1[C:18]1[CH:19]=[CH:20][C:15]([O:14][CH2:13][CH2:12][NH:11][CH:8]=[O:10])=[CH:16][CH:17]=1)#[N:31]. The yield is 0.860. (9) The catalyst is C1(C)C=CC=CC=1.O.C(OCC)(=O)C.C1C=CC([P]([Pd]([P](C2C=CC=CC=2)(C2C=CC=CC=2)C2C=CC=CC=2)([P](C2C=CC=CC=2)(C2C=CC=CC=2)C2C=CC=CC=2)[P](C2C=CC=CC=2)(C2C=CC=CC=2)C2C=CC=CC=2)(C2C=CC=CC=2)C2C=CC=CC=2)=CC=1. The yield is 0.150. The reactants are Br[C:2]1[S:3][CH:4]=[CH:5][N:6]=1.[CH:7]([C:9]1[CH:14]=[CH:13][C:12](B(O)O)=[CH:11][CH:10]=1)=[O:8].C([O-])([O-])=O.[K+].[K+]. The product is [S:3]1[CH:4]=[CH:5][N:6]=[C:2]1[C:12]1[CH:13]=[CH:14][C:9]([CH:7]=[O:8])=[CH:10][CH:11]=1. (10) The reactants are [CH:1]([C:4]1[CH:9]=[C:8]([O:10][CH3:11])[C:7]([C:12]2[N:13]=[CH:14][S:15][CH:16]=2)=[CH:6][C:5]=1[OH:17])([CH3:3])[CH3:2].Br[CH2:19][C:20]#[N:21].C([O-])([O-])=O.[K+].[K+]. The catalyst is C(#N)C. The product is [CH:1]([C:4]1[CH:9]=[C:8]([O:10][CH3:11])[C:7]([C:12]2[N:13]=[CH:14][S:15][CH:16]=2)=[CH:6][C:5]=1[O:17][CH2:19][C:20]#[N:21])([CH3:3])[CH3:2]. The yield is 0.720.